This data is from Reaction yield outcomes from USPTO patents with 853,638 reactions. The task is: Predict the reaction yield, written as a fraction of the theoretical maximum amount of product (1.0 means a 100% yield; for example, 0.34 means a 34% yield). (1) The reactants are [OH:1][C:2]([C:4](F)(F)F)=[O:3].O[C:9](C(F)(F)F)=O.[NH2:15][C:16]1[C:21]([C:22]2[CH:30]=[CH:29][C:25]([C:26](O)=[O:27])=[C:24]([F:31])[CH:23]=2)=[CH:20][C:19]([C@H:32]2[CH2:36][C@@H](C(OC)=O)[NH:34][CH2:33]2)=[CH:18][N:17]=1.CN(C(ON1N=NC2C=CC=NC1=2)=[N+](C)C)C.F[P-](F)(F)(F)(F)F.CCN(C(C)C)C(C)C.[NH2:74][C@@H:75]([C:78]1[CH:83]=[CH:82][CH:81]=[C:80]([Cl:84])[CH:79]=1)[CH2:76][OH:77]. The catalyst is CN(C=O)C. The product is [NH2:15][C:16]1[N:17]=[CH:18][C:19]([C@@H:32]2[CH2:33][NH:34][C@H:4]([C:2]([O:1][CH3:9])=[O:3])[CH2:36]2)=[CH:20][C:21]=1[C:22]1[CH:30]=[CH:29][C:25]([C:26](=[O:27])[NH:74][C@@H:75]([C:78]2[CH:83]=[CH:82][CH:81]=[C:80]([Cl:84])[CH:79]=2)[CH2:76][OH:77])=[C:24]([F:31])[CH:23]=1. The yield is 0.0900. (2) The reactants are [H-].[Na+].[Cl:3][C:4]1[CH:5]=[CH:6][C:7]([CH:14]=O)=[C:8]([CH:13]=1)[C:9]([O:11]C)=O.[N+:16]([CH2:18][C:19]([O:21][CH2:22][CH3:23])=[O:20])#[C-].C(O)(=O)C. The catalyst is CN(C=O)C. The product is [Cl:3][C:4]1[CH:13]=[C:8]2[C:7]([CH:14]=[C:18]([C:19]([O:21][CH2:22][CH3:23])=[O:20])[NH:16][C:9]2=[O:11])=[CH:6][CH:5]=1. The yield is 0.310.